This data is from Peptide-MHC class II binding affinity with 134,281 pairs from IEDB. The task is: Regression. Given a peptide amino acid sequence and an MHC pseudo amino acid sequence, predict their binding affinity value. This is MHC class II binding data. (1) The MHC is DRB1_1201 with pseudo-sequence DRB1_1201. The binding affinity (normalized) is 0. The peptide sequence is STTVSTEQNVPDPQV. (2) The MHC is DRB1_1101 with pseudo-sequence DRB1_1101. The peptide sequence is NRQILDNAAKYVEHD. The binding affinity (normalized) is 0.300. (3) The MHC is HLA-DPA10201-DPB10101 with pseudo-sequence HLA-DPA10201-DPB10101. The peptide sequence is LRKAFDAFDREKSGS. The binding affinity (normalized) is 0.264. (4) The binding affinity (normalized) is 0.565. The peptide sequence is TLTEALRVIAGTLEV. The MHC is HLA-DQA10102-DQB10602 with pseudo-sequence HLA-DQA10102-DQB10602. (5) The binding affinity (normalized) is 0.327. The peptide sequence is MVVERLGDYLVEQGM. The MHC is HLA-DQA10201-DQB10202 with pseudo-sequence HLA-DQA10201-DQB10202. (6) The peptide sequence is IAATAANAAPTNDKF. The MHC is DRB1_0901 with pseudo-sequence DRB1_0901. The binding affinity (normalized) is 0.355.